Predict the reactants needed to synthesize the given product. From a dataset of Full USPTO retrosynthesis dataset with 1.9M reactions from patents (1976-2016). (1) Given the product [O:1]([C:8]1[CH:13]=[CH:12][C:11]([CH2:14][NH:15][C:16](=[O:25])[C:17]2[CH:22]=[CH:21][C:20]([O:32][CH2:28][CH2:29][CH2:30][CH3:31])=[N:19][C:18]=2[NH2:24])=[CH:10][CH:9]=1)[C:2]1[CH:7]=[CH:6][CH:5]=[CH:4][CH:3]=1, predict the reactants needed to synthesize it. The reactants are: [O:1]([C:8]1[CH:13]=[CH:12][C:11]([CH2:14][NH:15][C:16](=[O:25])[C:17]2[CH:22]=[CH:21][C:20](Cl)=[N:19][C:18]=2[NH2:24])=[CH:10][CH:9]=1)[C:2]1[CH:7]=[CH:6][CH:5]=[CH:4][CH:3]=1.[H-].[Na+].[CH2:28]([OH:32])[CH2:29][CH2:30][CH3:31].CN1CCCC1=O. (2) Given the product [CH2:1]([N:8]([C@H:33]([C:35]1[CH:36]=[CH:37][CH:38]=[CH:39][CH:40]=1)[CH3:34])[C@@H:9]([C:18]1[CH:23]=[CH:22][CH:21]=[C:20]([CH2:24][O:25][Si:26]([C:29]([CH3:31])([CH3:32])[CH3:30])([CH3:28])[CH3:27])[CH:19]=1)[CH2:10][CH2:11][OH:12])[C:2]1[CH:7]=[CH:6][CH:5]=[CH:4][CH:3]=1, predict the reactants needed to synthesize it. The reactants are: [CH2:1]([N:8]([C@H:33]([C:35]1[CH:40]=[CH:39][CH:38]=[CH:37][CH:36]=1)[CH3:34])[C@@H:9]([C:18]1[CH:23]=[CH:22][CH:21]=[C:20]([CH2:24][O:25][Si:26]([C:29]([CH3:32])([CH3:31])[CH3:30])([CH3:28])[CH3:27])[CH:19]=1)[CH2:10][C:11](OC(C)(C)C)=[O:12])[C:2]1[CH:7]=[CH:6][CH:5]=[CH:4][CH:3]=1.[H-].[H-].[H-].[H-].[Li+].[Al+3].O.[OH-].[Na+]. (3) Given the product [CH2:3]([NH:2][S:8](=[O:10])(=[O:9])[O-:13])[CH3:4].[CH3:1][N+:2]1([CH2:17][CH2:16][CH3:21])[CH2:6][CH2:5][CH2:4][CH2:3]1, predict the reactants needed to synthesize it. The reactants are: [CH3:1][N:2]1[CH2:6][CH2:5][CH2:4][C:3]1=O.[S:8]([O:13]CC)([O:10]CC)=[O:9].[C:16]1(C)[CH:21]=CC=C[CH:17]=1. (4) Given the product [F:19][C:10]1[CH:11]=[C:12]([S:15]([CH3:18])(=[O:17])=[O:16])[CH:13]=[CH:14][C:9]=1[NH:8][C:4]1[C:3]([CH3:20])=[C:2]([O:35][CH:32]2[CH2:33][CH2:34][N:29]([C:27]3[O:26][N:25]=[C:24]([CH:21]([CH3:23])[CH3:22])[N:28]=3)[CH2:30][CH2:31]2)[N:7]=[CH:6][N:5]=1, predict the reactants needed to synthesize it. The reactants are: Cl[C:2]1[N:7]=[CH:6][N:5]=[C:4]([NH:8][C:9]2[CH:14]=[CH:13][C:12]([S:15]([CH3:18])(=[O:17])=[O:16])=[CH:11][C:10]=2[F:19])[C:3]=1[CH3:20].[CH:21]([C:24]1[N:28]=[C:27]([N:29]2[CH2:34][CH2:33][CH:32]([OH:35])[CH2:31][CH2:30]2)[O:26][N:25]=1)([CH3:23])[CH3:22].CC(C)([O-])C.[K+].Cl.CCOCC. (5) The reactants are: CS(O[CH2:6][C@@H:7]([NH:14][C:15]([O:17][C:18]([CH3:21])([CH3:20])[CH3:19])=[O:16])[C:8]1[CH:13]=[CH:12][CH:11]=[CH:10][CH:9]=1)(=O)=O.[CH3:22][S-:23].[Na+].O1CCOCC1. Given the product [CH3:22][S:23][CH2:6][C@@H:7]([NH:14][C:15](=[O:16])[O:17][C:18]([CH3:19])([CH3:20])[CH3:21])[C:8]1[CH:9]=[CH:10][CH:11]=[CH:12][CH:13]=1, predict the reactants needed to synthesize it.